From a dataset of HIV replication inhibition screening data with 41,000+ compounds from the AIDS Antiviral Screen. Binary Classification. Given a drug SMILES string, predict its activity (active/inactive) in a high-throughput screening assay against a specified biological target. (1) The drug is NC(=O)NN=C1CCN2CCCc3cccc1c32. The result is 0 (inactive). (2) The molecule is CNC(=O)CN(CC(=O)NC)C(=O)NC. The result is 0 (inactive). (3) The compound is O=S1(=O)C(c2cccc(C(F)(F)F)c2)=C(O)c2cc3ccccc3nc21. The result is 0 (inactive). (4) The compound is S=C1Cc2cc3ccccc3nc2-c2ccccc2N1. The result is 0 (inactive). (5) The drug is Nc1ccc2c(c1)C(=O)OC2(C(F)(F)F)C(F)(F)F. The result is 0 (inactive). (6) The molecule is CC12CCCC(=O)C1(O)CC(C(=O)O)CC2. The result is 0 (inactive). (7) The molecule is CCOC(=O)C(CC1OCCO1)C1=NC(C)(C)CC(C)O1. The result is 0 (inactive). (8) The drug is CC12CCC3C(CCC4C(C)(C)CCCC43C)(CC1=O)C2. The result is 0 (inactive).